Dataset: CYP3A4 inhibition data for predicting drug metabolism from PubChem BioAssay. Task: Regression/Classification. Given a drug SMILES string, predict its absorption, distribution, metabolism, or excretion properties. Task type varies by dataset: regression for continuous measurements (e.g., permeability, clearance, half-life) or binary classification for categorical outcomes (e.g., BBB penetration, CYP inhibition). Dataset: cyp3a4_veith. The drug is O=C(Nc1cccc(C(=O)Nc2ccc(S(=O)(=O)[O-])c3cc(S(=O)(=O)[O-])cc(S(=O)(=O)[O-])c23)c1)Nc1cccc(C(=O)Nc2ccc(S(=O)(=O)[O-])c3cc(S(=O)(=O)[O-])cc(S(=O)(=O)[O-])c23)c1. The result is 0 (non-inhibitor).